This data is from Reaction yield outcomes from USPTO patents with 853,638 reactions. The task is: Predict the reaction yield, written as a fraction of the theoretical maximum amount of product (1.0 means a 100% yield; for example, 0.34 means a 34% yield). (1) The reactants are [CH2:1]([C:6]1[S:7][C:8]2[N:9]=[C:10]([NH2:21])[N:11]=[C:12]([N:15]3[CH2:20][CH2:19][NH:18][CH2:17][CH2:16]3)[C:13]=2[N:14]=1)[CH2:2][CH2:3][CH2:4][CH3:5].[CH3:22][O:23][C:24]1[CH:34]=[CH:33][C:27]([O:28][CH2:29][C:30](O)=[O:31])=[CH:26][CH:25]=1. No catalyst specified. The product is [NH2:21][C:10]1[N:11]=[C:12]([N:15]2[CH2:20][CH2:19][N:18]([C:30](=[O:31])[CH2:29][O:28][C:27]3[CH:33]=[CH:34][C:24]([O:23][CH3:22])=[CH:25][CH:26]=3)[CH2:17][CH2:16]2)[C:13]2[N:14]=[C:6]([CH2:1][CH2:2][CH2:3][CH2:4][CH3:5])[S:7][C:8]=2[N:9]=1. The yield is 0.340. (2) The reactants are [Li+].[OH-].[CH3:3][N:4]1[CH:9]=[CH:8][CH:7]=[C:6]([C:10]([O:12]C)=[O:11])[C:5]1=[O:14].Cl. The catalyst is C1COCC1.CO. The product is [CH3:3][N:4]1[CH:9]=[CH:8][CH:7]=[C:6]([C:10]([OH:12])=[O:11])[C:5]1=[O:14]. The yield is 0.440. (3) The reactants are [N:1]1([C:15]([O:17][C:18]([CH3:21])([CH3:20])[CH3:19])=[O:16])[CH2:6][CH2:5][C:4]([C:11]([O:13]C)=[O:12])([C:7]([O:9][CH3:10])=[O:8])[CH2:3][CH2:2]1.[Li+].[OH-].Cl. The catalyst is C1COCC1.CO. The product is [C:18]([O:17][C:15]([N:1]1[CH2:2][CH2:3][C:4]([C:7]([O:9][CH3:10])=[O:8])([C:11]([OH:13])=[O:12])[CH2:5][CH2:6]1)=[O:16])([CH3:21])([CH3:20])[CH3:19]. The yield is 0.800. (4) The reactants are [Br:1][C:2]1[CH:9]=[C:8]([F:10])[C:7]([O:11]C)=[CH:6][C:3]=1[CH:4]=[O:5].Br. The catalyst is C(O)(=O)C. The product is [Br:1][C:2]1[CH:9]=[C:8]([F:10])[C:7]([OH:11])=[CH:6][C:3]=1[CH:4]=[O:5]. The yield is 0.640. (5) The yield is 0.570. The product is [Br:23][C:24]1[CH:25]=[CH:26][C:27]([N:19]2[CH2:18][CH2:17][C:13]3[N:14]=[CH:15][N:16]=[C:11]([NH:10][CH2:9][C:6]4[CH:7]=[N:8][C:3]([C:2]([F:21])([F:1])[F:22])=[CH:4][CH:5]=4)[C:12]=3[CH2:20]2)=[C:28]([CH:31]=1)[C:29]#[N:30]. The reactants are [F:1][C:2]([F:22])([F:21])[C:3]1[N:8]=[CH:7][C:6]([CH2:9][NH:10][C:11]2[C:12]3[CH2:20][NH:19][CH2:18][CH2:17][C:13]=3[N:14]=[CH:15][N:16]=2)=[CH:5][CH:4]=1.[Br:23][C:24]1[CH:25]=[CH:26][C:27](F)=[C:28]([CH:31]=1)[C:29]#[N:30].C(N(CC)C(C)C)(C)C.C(#N)C. The catalyst is CCOC(C)=O. (6) The reactants are [O:1]=[C:2]1[NH:7][CH2:6][CH2:5][N:4]([S:8]([C:11]2[CH:17]=[CH:16][C:14]([CH3:15])=[CH:13][CH:12]=2)(=[O:10])=[O:9])[C@@H:3]1[CH2:18][C:19](O)=[O:20].[NH2:22][C@@H:23]1[CH2:32][CH2:31][CH2:30][C:29]2[CH:28]=[C:27](/[CH:33]=[CH:34]/[C:35]#[N:36])[CH:26]=[CH:25][C:24]1=2.CN(C(ON1N=NC2C=CC=NC1=2)=[N+](C)C)C.F[P-](F)(F)(F)(F)F.CCN=C=NCCCN(C)C.CCN(C(C)C)C(C)C. The catalyst is C(Cl)Cl. The product is [C:35](/[CH:34]=[CH:33]/[C:27]1[CH:28]=[C:29]2[C:24](=[CH:25][CH:26]=1)[C@H:23]([NH:22][C:19](=[O:20])[CH2:18][C@@H:3]1[C:2](=[O:1])[NH:7][CH2:6][CH2:5][N:4]1[S:8]([C:11]1[CH:12]=[CH:13][C:14]([CH3:15])=[CH:16][CH:17]=1)(=[O:9])=[O:10])[CH2:32][CH2:31][CH2:30]2)#[N:36]. The yield is 0.660. (7) The reactants are C(N(CC)CC)C.[O:8]=[C:9]1[CH:15]([C:16]([OH:18])=O)[CH2:14][CH2:13][CH2:12][CH2:11][N:10]1[C:19]1[CH:24]=[CH:23][CH:22]=[CH:21][CH:20]=1.[Cl:25][C:26]1[CH:27]=[C:28]([CH:31]=[C:32]([F:34])[CH:33]=1)[CH2:29][NH2:30]. The catalyst is ClCCl. The product is [Cl:25][C:26]1[CH:27]=[C:28]([CH:31]=[C:32]([F:34])[CH:33]=1)[CH2:29][NH:30][C:16]([CH:15]1[CH2:14][CH2:13][CH2:12][CH2:11][N:10]([C:19]2[CH:24]=[CH:23][CH:22]=[CH:21][CH:20]=2)[C:9]1=[O:8])=[O:18]. The yield is 0.870.